Dataset: Peptide-MHC class II binding affinity with 134,281 pairs from IEDB. Task: Regression. Given a peptide amino acid sequence and an MHC pseudo amino acid sequence, predict their binding affinity value. This is MHC class II binding data. (1) The peptide sequence is INEPTEAAIAYGLDR. The MHC is HLA-DQA10401-DQB10402 with pseudo-sequence HLA-DQA10401-DQB10402. The binding affinity (normalized) is 0.458. (2) The peptide sequence is LIFILLTAVAPSMTM. The MHC is DRB1_0701 with pseudo-sequence DRB1_0701. The binding affinity (normalized) is 0.813.